From a dataset of Full USPTO retrosynthesis dataset with 1.9M reactions from patents (1976-2016). Predict the reactants needed to synthesize the given product. (1) Given the product [C:1]1(/[C:7](/[C:11]2[CH:12]=[CH:13][C:14]([C:17]([F:18])([F:19])[F:20])=[CH:15][CH:16]=2)=[CH:8]/[CH:9]=[O:10])[CH:6]=[CH:5][CH:4]=[CH:3][CH:2]=1, predict the reactants needed to synthesize it. The reactants are: [C:1]1(/[C:7](/[C:11]2[CH:16]=[CH:15][C:14]([C:17]([F:20])([F:19])[F:18])=[CH:13][CH:12]=2)=[CH:8]/[CH2:9][OH:10])[CH:6]=[CH:5][CH:4]=[CH:3][CH:2]=1. (2) Given the product [CH2:1]([C:4]1[CH:9]=[C:8]([NH:10][C:20](=[O:23])[CH2:21][CH3:22])[CH:7]=[CH:6][C:5]=1[O:11][CH3:12])[CH:2]=[CH2:3], predict the reactants needed to synthesize it. The reactants are: [CH2:1]([C:4]1[CH:9]=[C:8]([NH2:10])[CH:7]=[CH:6][C:5]=1[O:11][CH3:12])[CH:2]=[CH2:3].C(N(CC)CC)C.[C:20](Cl)(=[O:23])[CH2:21][CH3:22]. (3) Given the product [CH3:29][O:30][C:25]1[CH:26]=[C:27]2[C:22](=[CH:23][CH:24]=1)[NH:21][C:20](=[O:28])/[C:19]/2=[CH:18]/[C:14]1[CH:13]=[C:12]2[C:17]([C:9](/[CH:8]=[CH:7]/[C:4]3[CH:5]=[CH:6][N:1]=[CH:2][CH:3]=3)=[N:10][NH:11]2)=[CH:16][CH:15]=1, predict the reactants needed to synthesize it. The reactants are: [N:1]1[CH:6]=[CH:5][C:4](/[CH:7]=[CH:8]/[C:9]2[C:17]3[C:12](=[CH:13][C:14](/[CH:18]=[C:19]4/[C:20](=[O:28])[NH:21][C:22]5[C:27]/4=[CH:26][CH:25]=[CH:24][CH:23]=5)=[CH:15][CH:16]=3)[NH:11][N:10]=2)=[CH:3][CH:2]=1.[CH3:29][O:30]C1C=C2C(=CC=1)NC(=O)C2. (4) The reactants are: [NH2:1][C@@H:2]([C:22]1[CH:27]=[CH:26][C:25]([Cl:28])=[CH:24][CH:23]=1)[C@:3]([NH:12]S(=O)(=O)OCC(Cl)(Cl)Cl)([C:5]1[CH:6]=[N:7][C:8]([Cl:11])=[CH:9][CH:10]=1)[CH3:4]. Given the product [Cl:28][C:25]1[CH:24]=[CH:23][C:22]([C@@H:2]([NH2:1])[C@:3]([C:5]2[CH:6]=[N:7][C:8]([Cl:11])=[CH:9][CH:10]=2)([NH2:12])[CH3:4])=[CH:27][CH:26]=1, predict the reactants needed to synthesize it. (5) Given the product [Cl:44][C:21]1[C:20]([B:9]2[O:10][C:11]([CH3:16])([CH3:17])[C:12]([CH3:14])([CH3:15])[O:13]2)=[CH:25][C:24]([NH:26][C:27](=[O:42])[C:28]2[CH:29]=[CH:30][C:31]([O:34][CH2:35][C:36]3[CH:41]=[CH:40][CH:39]=[CH:38][N:37]=3)=[CH:32][CH:33]=2)=[C:23]([CH3:43])[CH:22]=1, predict the reactants needed to synthesize it. The reactants are: [CH3:16][C:11]1([CH3:17])[C:12]([CH3:15])([CH3:14])[O:13][B:9]([B:9]2[O:13][C:12]([CH3:15])([CH3:14])[C:11]([CH3:17])([CH3:16])[O:10]2)[O:10]1.Br[C:20]1[C:21]([Cl:44])=[CH:22][C:23]([CH3:43])=[C:24]([NH:26][C:27](=[O:42])[C:28]2[CH:33]=[CH:32][C:31]([O:34][CH2:35][C:36]3[CH:41]=[CH:40][CH:39]=[CH:38][N:37]=3)=[CH:30][CH:29]=2)[CH:25]=1.CC([O-])=O.[K+].